This data is from Forward reaction prediction with 1.9M reactions from USPTO patents (1976-2016). The task is: Predict the product of the given reaction. (1) Given the reactants [N:1]1[CH:6]=[CH:5][CH:4]=[CH:3][C:2]=1[NH:7][C:8]([N:10]1[C@@H:16]2[CH2:17][N:13]([CH2:14][CH2:15]2)[C:12]2[CH:18]=[CH:19][C:20]([C:22](O)=[O:23])=[N:21][C:11]1=2)=[O:9].CN(C(ON1N=NC2[CH:36]=[CH:37][CH:38]=[N:39]C1=2)=[N+](C)C)C.F[P-](F)(F)(F)(F)F.CCN(C(C)C)C(C)C.C1(N)CC1, predict the reaction product. The product is: [CH:38]1([NH:39][C:22]([C:20]2[CH:19]=[CH:18][C:12]3[N:13]4[CH2:17][C@H:16]([CH2:15][CH2:14]4)[N:10]([C:8]([NH:7][C:2]4[CH:3]=[CH:4][CH:5]=[CH:6][N:1]=4)=[O:9])[C:11]=3[N:21]=2)=[O:23])[CH2:36][CH2:37]1. (2) Given the reactants C([O:4][CH2:5][C:6]([CH3:50])([CH3:49])[CH2:7][N:8]1[C:14]2[CH:15]=[CH:16][C:17]([Cl:19])=[CH:18][C:13]=2[C@@H:12]([C:20]2[CH:25]=[CH:24][CH:23]=[C:22]([O:26][CH3:27])[C:21]=2[O:28][CH3:29])[O:11][C@H:10]([CH2:30][C:31]([NH:33][C:34]2[CH:35]=[C:36]3[C:40](=[CH:41][CH:42]=2)[NH:39][C:38]([C:43]([O:45]CC)=[O:44])=[CH:37]3)=[O:32])[C:9]1=[O:48])(=O)C.[OH-].[Na+].Cl, predict the reaction product. The product is: [Cl:19][C:17]1[CH:16]=[CH:15][C:14]2[N:8]([CH2:7][C:6]([CH3:50])([CH3:49])[CH2:5][OH:4])[C:9](=[O:48])[C@@H:10]([CH2:30][C:31]([NH:33][C:34]3[CH:35]=[C:36]4[C:40](=[CH:41][CH:42]=3)[NH:39][C:38]([C:43]([OH:45])=[O:44])=[CH:37]4)=[O:32])[O:11][C@H:12]([C:20]3[CH:25]=[CH:24][CH:23]=[C:22]([O:26][CH3:27])[C:21]=3[O:28][CH3:29])[C:13]=2[CH:18]=1.